From a dataset of Catalyst prediction with 721,799 reactions and 888 catalyst types from USPTO. Predict which catalyst facilitates the given reaction. (1) Reactant: [Br:1][C:2]1[CH:3]=[C:4]([C:9]2[CH:10]=[CH:11][C:12]3[C:13]([CH:17]=2)=[N:14][O:15][N:16]=3)[CH:5]=[C:6]([OH:8])[CH:7]=1.[C:18](=O)([O-])[O-].[K+].[K+].CI.O. Product: [Br:1][C:2]1[CH:3]=[C:4]([C:9]2[CH:10]=[CH:11][C:12]3[C:13]([CH:17]=2)=[N:14][O:15][N:16]=3)[CH:5]=[C:6]([O:8][CH3:18])[CH:7]=1. The catalyst class is: 9. (2) Reactant: [C:1]([O:5][C:6]([N:8]1[CH2:12][C@H:11]([O:13][C:14]2[CH:19]=[CH:18][CH:17]=[C:16]([CH:20]([CH3:22])[CH3:21])[CH:15]=2)[C@@H:10]([CH2:23][OH:24])[CH2:9]1)=[O:7])([CH3:4])([CH3:3])[CH3:2].CC(OI1(OC(C)=O)(OC(C)=O)OC(=O)C2C=CC=CC1=2)=O.C([O-])(O)=O.[Na+].[O-]S([O-])(=S)=O.[Na+].[Na+]. Product: [C:1]([O:5][C:6]([N:8]1[CH2:12][C@H:11]([O:13][C:14]2[CH:19]=[CH:18][CH:17]=[C:16]([CH:20]([CH3:21])[CH3:22])[CH:15]=2)[C@H:10]([CH:23]=[O:24])[CH2:9]1)=[O:7])([CH3:3])([CH3:4])[CH3:2]. The catalyst class is: 34. (3) Reactant: C([N:8]1[CH2:12][CH2:11][C@:10]([S:29]([C:32]2[CH:37]=[CH:36][C:35]([F:38])=[C:34]([CH3:39])[CH:33]=2)(=[O:31])=[O:30])([C:13]2[CH:18]=[CH:17][C:16]([C:19]([F:28])([C:24]([F:27])([F:26])[F:25])[C:20]([F:23])([F:22])[F:21])=[CH:15][CH:14]=2)[CH2:9]1)C1C=CC=CC=1.[H][H]. Product: [F:38][C:35]1[CH:36]=[CH:37][C:32]([S:29]([C@@:10]2([C:13]3[CH:14]=[CH:15][C:16]([C:19]([F:28])([C:20]([F:21])([F:22])[F:23])[C:24]([F:27])([F:26])[F:25])=[CH:17][CH:18]=3)[CH2:11][CH2:12][NH:8][CH2:9]2)(=[O:30])=[O:31])=[CH:33][C:34]=1[CH3:39]. The catalyst class is: 43. (4) Reactant: [CH3:1][O:2][C:3](=[O:19])[C:4]1[CH:9]=[CH:8][C:7]([CH:10](O)[CH2:11][CH:12](C)[CH2:13][CH2:14][CH2:15][CH3:16])=[CH:6][CH:5]=1.N(C(N1CCCCC1)=O)=NC(N1CCCCC1)=O.C(P(CCCC)CCCC)CCC.[Br:51][C:52]1[CH:57]=[CH:56][C:55]([SH:58])=[CH:54][CH:53]=1. Product: [CH3:1][O:2][C:3](=[O:19])[C:4]1[CH:5]=[CH:6][C:7]([CH:10]([S:58][C:55]2[CH:56]=[CH:57][C:52]([Br:51])=[CH:53][CH:54]=2)[CH2:11][CH2:12][CH2:13][CH2:14][CH2:15][CH3:16])=[CH:8][CH:9]=1. The catalyst class is: 11. (5) Reactant: Cl[CH2:2][C:3]1[CH:8]=[CH:7][CH:6]=[CH:5][C:4]=1[O:9][CH3:10].[Br:11][C:12]1[CH:13]=[CH:14][C:15]([OH:21])=[C:16]([CH:20]=1)[C:17]([OH:19])=[O:18].[C:22](=[O:25])([O-])[O-].[Cs+].[Cs+]. Product: [Br:11][C:12]1[CH:13]=[CH:14][C:15]([O:21][CH2:2][C:3]2[CH:8]=[CH:7][CH:6]=[CH:5][C:4]=2[O:25][CH3:22])=[C:16]([CH:20]=1)[C:17]([O:19][CH2:2][C:3]1[CH:8]=[CH:7][CH:6]=[CH:5][C:4]=1[O:9][CH3:10])=[O:18]. The catalyst class is: 21. (6) Reactant: [CH:1]([Si:4]([CH:13]([CH3:15])[CH3:14])([CH:10]([CH3:12])[CH3:11])[N:5]1[CH:9]=[CH:8][CH:7]=[CH:6]1)([CH3:3])[CH3:2].[Cl:16]N1C(=O)CCC1=O. Product: [Cl:16][C:7]1[CH:8]=[CH:9][N:5]([Si:4]([CH:1]([CH3:3])[CH3:2])([CH:10]([CH3:12])[CH3:11])[CH:13]([CH3:15])[CH3:14])[CH:6]=1. The catalyst class is: 21. (7) Reactant: Cl.[C:2]([N:10]1[CH2:15][CH2:14][CH2:13][C:12]([C:32]2[CH:37]=[CH:36][C:35]([Cl:38])=[C:34]([Cl:39])[CH:33]=2)([CH2:16][CH2:17][CH2:18][N:19]2[CH2:24][CH2:23][CH:22]([C:25](N3CCCC3)=O)[CH2:21][CH2:20]2)[CH2:11]1)(=[O:9])[C:3]1[CH:8]=[CH:7][CH:6]=[CH:5][CH:4]=1.[C:40]([O-:43])([O-])=O.[K+].[K+].O.Cl.CN([CH:51]=[O:52])C. Product: [OH2:9].[ClH:38].[C:2]([N:10]1[CH2:15][CH2:14][CH2:13][C:12]([C:32]2[CH:37]=[CH:36][C:35]([Cl:38])=[C:34]([Cl:39])[CH:33]=2)([CH2:16][CH2:17][CH2:18][N:19]2[CH2:20][CH2:21][C:22]([O:52][CH2:51][CH2:40][OH:43])([C:25]3[CH:7]=[CH:8][CH:3]=[CH:4][CH:5]=3)[CH2:23][CH2:24]2)[CH2:11]1)(=[O:9])[C:3]1[CH:4]=[CH:5][CH:6]=[CH:7][CH:8]=1. The catalyst class is: 2.